This data is from Catalyst prediction with 721,799 reactions and 888 catalyst types from USPTO. The task is: Predict which catalyst facilitates the given reaction. (1) Reactant: CO.O.C[O:5][C:6](=[O:36])[C@H:7]([CH2:32][CH2:33][S:34][CH3:35])[NH:8][C:9](=[O:31])[C:10]1[CH:15]=[CH:14][C:13]([CH2:16][O:17][C:18]2[CH:19]=[N:20][CH:21]=[CH:22][CH:23]=2)=[CH:12][C:11]=1[O:24][C:25]1[CH:30]=[CH:29][CH:28]=[CH:27][CH:26]=1.[OH-].[Na+]. Product: [N:20]1[CH:21]=[CH:22][CH:23]=[C:18]([O:17][CH2:16][C:13]2[CH:14]=[CH:15][C:10]([C:9]([NH:8][C@H:7]([C:6]([OH:36])=[O:5])[CH2:32][CH2:33][S:34][CH3:35])=[O:31])=[C:11]([O:24][C:25]3[CH:26]=[CH:27][CH:28]=[CH:29][CH:30]=3)[CH:12]=2)[CH:19]=1. The catalyst class is: 6. (2) Reactant: C(=O)(O)[O-].[Na+].[NH2:6][C@H:7]1[CH2:11][CH2:10][N:9]([C:12]([O:14][CH2:15][C:16]2[CH:21]=[CH:20][CH:19]=[CH:18][CH:17]=2)=[O:13])[CH2:8]1.[CH3:22][O:23][C:24](Cl)=[O:25]. Product: [CH3:22][O:23][C:24]([NH:6][C@H:7]1[CH2:11][CH2:10][N:9]([C:12]([O:14][CH2:15][C:16]2[CH:21]=[CH:20][CH:19]=[CH:18][CH:17]=2)=[O:13])[CH2:8]1)=[O:25]. The catalyst class is: 232. (3) Reactant: [H-].[Al+3].[Li+].[H-].[H-].[H-].[Cl:7][C:8]1[CH:9]=[CH:10][C:11]([C:16](OCC)=[O:17])=[N:12][C:13]=1[O:14][CH3:15].O. Product: [Cl:7][C:8]1[CH:9]=[CH:10][C:11]([CH:16]=[O:17])=[N:12][C:13]=1[O:14][CH3:15]. The catalyst class is: 7. (4) Reactant: [OH:1][C:2]1[CH:3]=[C:4]([C:8]23[CH2:15][CH2:14][C:11]([CH2:16][CH2:17][O:18][CH2:19][C:20]([O:22][C:23]([CH3:26])([CH3:25])[CH3:24])=[O:21])([CH2:12][CH2:13]2)[CH2:10][O:9]3)[CH:5]=[CH:6][CH:7]=1.[S:27](O[S:27]([C:30]([F:33])([F:32])[F:31])(=[O:29])=[O:28])([C:30]([F:33])([F:32])[F:31])(=[O:29])=[O:28]. Product: [F:31][C:30]([F:33])([F:32])[S:27]([O:1][C:2]1[CH:3]=[C:4]([C:8]23[CH2:13][CH2:12][C:11]([CH2:16][CH2:17][O:18][CH2:19][C:20]([O:22][C:23]([CH3:26])([CH3:25])[CH3:24])=[O:21])([CH2:14][CH2:15]2)[CH2:10][O:9]3)[CH:5]=[CH:6][CH:7]=1)(=[O:29])=[O:28]. The catalyst class is: 2.